From a dataset of Reaction yield outcomes from USPTO patents with 853,638 reactions. Predict the reaction yield, written as a fraction of the theoretical maximum amount of product (1.0 means a 100% yield; for example, 0.34 means a 34% yield). (1) The reactants are [N+:1]([C:4]1[CH:9]=[C:8]([N+:10]([O-:12])=[O:11])[CH:7]=[CH:6][C:5]=1[CH:13]([C:49]1[C:54]([N+:55]([O-:57])=[O:56])=[CH:53][C:52]([N+:58]([O-:60])=[O:59])=[CH:51][N:50]=1)[C:14]([O:16][CH2:17][CH2:18][CH2:19][O:20][CH2:21][CH:22]([OH:48])[CH2:23][O:24][C:25]([C:40]1[CH:45]=[CH:44][C:43]([O:46][CH3:47])=[CH:42][CH:41]=1)([C:32]1[CH:37]=[CH:36][C:35]([O:38][CH3:39])=[CH:34][CH:33]=1)[C:26]1[CH:31]=[CH:30][CH:29]=[CH:28][CH:27]=1)=[O:15])([O-:3])=[O:2].[C:61]1(=[O:67])[O:66][C:64](=[O:65])[CH2:63][CH2:62]1. The catalyst is CN(C1C=CN=CC=1)C.N1C=CC=CC=1. The product is [CH3:47][O:46][C:43]1[CH:44]=[CH:45][C:40]([C:25]([C:32]2[CH:33]=[CH:34][C:35]([O:38][CH3:39])=[CH:36][CH:37]=2)([C:26]2[CH:27]=[CH:28][CH:29]=[CH:30][CH:31]=2)[O:24][CH2:23][CH:22]([O:48][C:61](=[O:67])[CH2:62][CH2:63][C:64]([OH:66])=[O:65])[CH2:21][O:20][CH2:19][CH2:18][CH2:17][O:16][C:14](=[O:15])[CH:13]([C:5]2[CH:6]=[CH:7][C:8]([N+:10]([O-:12])=[O:11])=[CH:9][C:4]=2[N+:1]([O-:3])=[O:2])[C:49]2[C:54]([N+:55]([O-:57])=[O:56])=[CH:53][C:52]([N+:58]([O-:60])=[O:59])=[CH:51][N:50]=2)=[CH:41][CH:42]=1. The yield is 0.140. (2) The reactants are N1C=CC=CC=1.ClCCl.[F:10][C:11]1[CH:12]=[C:13]([OH:25])[CH:14]=[C:15]([F:24])[C:16]=1[C:17]([CH3:23])([CH3:22])[C:18]([F:21])([F:20])[F:19].[F:26][C:27]([F:40])([F:39])[S:28](O[S:28]([C:27]([F:40])([F:39])[F:26])(=[O:30])=[O:29])(=[O:30])=[O:29]. The catalyst is CN(C)C1C=CN=CC=1.C(OCC)(=O)C. The product is [F:26][C:27]([F:40])([F:39])[S:28]([O:25][C:13]1[CH:12]=[C:11]([F:10])[C:16]([C:17]([CH3:22])([CH3:23])[C:18]([F:20])([F:21])[F:19])=[C:15]([F:24])[CH:14]=1)(=[O:30])=[O:29]. The yield is 0.620. (3) The reactants are [C:1]([C:5]1[CH:10]=[CH:9][C:8]([C:11]2[N:15]([CH3:16])[N:14]=[C:13]([C:17](=O)[CH3:18])[C:12]=2[OH:20])=[CH:7][CH:6]=1)([CH3:4])([CH3:3])[CH3:2].[Cl:21][C:22]1[CH:31]=[C:30]([C:32]([NH:34][NH2:35])=[O:33])[CH:29]=[CH:28][C:23]=1[C:24]([O:26][CH3:27])=[O:25]. The catalyst is C(O)(C)C. The product is [C:1]([C:5]1[CH:10]=[CH:9][C:8]([C:11]2[N:15]([CH3:16])[N:14]=[C:13]([C:17](=[N:35][NH:34][C:32]([C:30]3[CH:29]=[CH:28][C:23]([C:24]([O:26][CH3:27])=[O:25])=[C:22]([Cl:21])[CH:31]=3)=[O:33])[CH3:18])[C:12]=2[OH:20])=[CH:7][CH:6]=1)([CH3:4])([CH3:3])[CH3:2]. The yield is 0.850. (4) The reactants are [O:1]([CH2:8][CH2:9][C:10]([OH:12])=[O:11])[C:2]1[CH:7]=[CH:6][CH:5]=[CH:4][CH:3]=1.O=S(Cl)Cl.[CH3:17]O. No catalyst specified. The product is [O:1]([CH2:8][CH2:9][C:10]([O:12][CH3:17])=[O:11])[C:2]1[CH:7]=[CH:6][CH:5]=[CH:4][CH:3]=1. The yield is 0.950.